From a dataset of Reaction yield outcomes from USPTO patents with 853,638 reactions. Predict the reaction yield, written as a fraction of the theoretical maximum amount of product (1.0 means a 100% yield; for example, 0.34 means a 34% yield). (1) The reactants are [CH3:1][N:2]1[CH:7]=[C:6](B2OC(C)(C)C(C)(C)O2)[CH:5]=[C:4]([NH:17][C:18]2[CH:30]=[C:21]3[CH2:22][N:23]([CH:26]4[CH2:29][O:28][CH2:27]4)[CH2:24][CH2:25][N:20]3[N:19]=2)[C:3]1=[O:31].Cl[C:33]1[C:38]([CH:39]=[O:40])=[C:37]([N:41]2[CH2:53][CH2:52]C3N4[C:45]([CH2:46][CH2:47][CH2:48][CH2:49]4)=[C:44]([F:54])[C:43]=3[C:42]2=[O:55])[N:36]=[CH:35][CH:34]=1.[O-]P([O-])([O-])=O.[K+].[K+].[K+].C([O-])(=O)C.[Na+].[C:69](#[N:71])C. The catalyst is C1C=CC(P(C2C=CC=CC=2)[C-]2C=CC=C2)=CC=1.C1C=CC(P(C2C=CC=CC=2)[C-]2C=CC=C2)=CC=1.Cl[Pd]Cl.[Fe+2].O. The product is [F:54][C:44]1[C:45]2[CH2:46][CH2:47][CH2:48][CH2:49][C:69]=2[N:71]2[CH2:52][CH2:53][N:41]([C:37]3[N:36]=[CH:35][CH:34]=[C:33]([C:6]4[CH:5]=[C:4]([NH:17][C:18]5[CH:30]=[C:21]6[CH2:22][N:23]([CH:26]7[CH2:29][O:28][CH2:27]7)[CH2:24][CH2:25][N:20]6[N:19]=5)[C:3](=[O:31])[N:2]([CH3:1])[CH:7]=4)[C:38]=3[CH:39]=[O:40])[C:42](=[O:55])[C:43]=12. The yield is 0.600. (2) The reactants are [C:1]([NH:4][C:5]1[CH:14]=[CH:13][C:12]2[C:7](=[CH:8][CH:9]=[C:10]([CH3:15])[CH:11]=2)[N:6]=1)(=[O:3])[CH3:2].[Br:16]N1C(=O)CCC1=O. The catalyst is C1C=CC=CC=1.C(OOC(=O)C1C=CC=CC=1)(=O)C1C=CC=CC=1. The product is [C:1]([NH:4][C:5]1[CH:14]=[CH:13][C:12]2[C:7](=[CH:8][CH:9]=[C:10]([CH2:15][Br:16])[CH:11]=2)[N:6]=1)(=[O:3])[CH3:2]. The yield is 0.630. (3) The reactants are [CH3:1][O:2][C:3]1[CH:8]=[CH:7][C:6]([C:9]2[O:13][C:12]([NH:14][C:15]3[CH:20]=[CH:19][CH:18]=[CH:17][CH:16]=3)=[N:11][C:10]=2[C:21]([O:23]CC)=[O:22])=[CH:5][CH:4]=1.[OH-].[K+]. The catalyst is CO. The product is [CH3:1][O:2][C:3]1[CH:4]=[CH:5][C:6]([C:9]2[O:13][C:12]([NH:14][C:15]3[CH:20]=[CH:19][CH:18]=[CH:17][CH:16]=3)=[N:11][C:10]=2[C:21]([OH:23])=[O:22])=[CH:7][CH:8]=1. The yield is 0.480. (4) The reactants are [C:1]([C:4]1[CH:9]=[CH:8][CH:7]=[CH:6][CH:5]=1)(=[O:3])[CH3:2].I([Cl:13])(=O)=O.I(Cl)(=O)=O.I(Cl)(=O)=O.I(Cl)(=O)=O.C([N+](C)(C)C)C1C=CC=CC=1. The catalyst is C(Cl)Cl. The product is [Cl:13][CH2:2][C:1]([C:4]1[CH:9]=[CH:8][CH:7]=[CH:6][CH:5]=1)=[O:3]. The yield is 0.762. (5) The reactants are C(OC([N:8]1[CH2:12][CH2:11][CH2:10][CH:9]1[C:13](=[O:51])[NH:14][C:15]1[CH:20]=[CH:19][C:18]([C:21]2[CH:22]=[C:23]3[C:29]([C:30]4[CH:35]=[CH:34][CH:33]=[CH:32][C:31]=4[O:36][CH3:37])=[N:28][N:27](COCC[Si](C)(C)C)[C:24]3=[N:25][CH:26]=2)=[CH:17][C:16]=1[C:46](=[O:50])[N:47]([CH3:49])[CH3:48])=O)(C)(C)C. The catalyst is Cl(O)(=O)(=O)=O.C(O)(=O)C. The yield is 0.350. The product is [CH3:49][N:47]([CH3:48])[C:46]([C:16]1[CH:17]=[C:18]([C:21]2[CH:22]=[C:23]3[C:29]([C:30]4[CH:35]=[CH:34][CH:33]=[CH:32][C:31]=4[O:36][CH3:37])=[N:28][NH:27][C:24]3=[N:25][CH:26]=2)[CH:19]=[CH:20][C:15]=1[NH:14][C:13]([CH:9]1[CH2:10][CH2:11][CH2:12][NH:8]1)=[O:51])=[O:50]. (6) The reactants are Cl[CH2:2][CH2:3][N:4]([CH2:8][C:9]1[CH:14]=[CH:13][CH:12]=[CH:11][CH:10]=1)[CH2:5][CH2:6]Cl.[N:15]1[CH:20]=[CH:19][CH:18]=[CH:17][C:16]=1[CH2:21][C:22]#[N:23].[OH-].[Na+].O. The catalyst is S([O-])(O)(=O)=O.C([N+](CCCC)(CCCC)CCCC)CCC.C1(C)C=CC=CC=1. The product is [CH2:8]([N:4]1[CH2:5][CH2:6][C:21]([C:22]#[N:23])([C:16]2[CH:17]=[CH:18][CH:19]=[CH:20][N:15]=2)[CH2:2][CH2:3]1)[C:9]1[CH:14]=[CH:13][CH:12]=[CH:11][CH:10]=1. The yield is 0.870. (7) The yield is 0.484. The catalyst is COCCOC.C1C=CC([P]([Pd]([P](C2C=CC=CC=2)(C2C=CC=CC=2)C2C=CC=CC=2)([P](C2C=CC=CC=2)(C2C=CC=CC=2)C2C=CC=CC=2)[P](C2C=CC=CC=2)(C2C=CC=CC=2)C2C=CC=CC=2)(C2C=CC=CC=2)C2C=CC=CC=2)=CC=1. The reactants are Br[C:2]1[C:12]2[O:11][CH2:10][CH2:9][N:8]([C:13]([O:15][C:16]([CH3:19])([CH3:18])[CH3:17])=[O:14])[CH2:7][C:6]=2[CH:5]=[CH:4][CH:3]=1.[CH:20]([C:22]1[O:23][CH:24]=[CH:25][C:26]=1B1OC(C)(C)C(C)(C)O1)=[O:21].C(=O)([O-])[O-].[Na+].[Na+].O. The product is [CH:20]([C:22]1[O:23][CH:24]=[CH:25][C:26]=1[C:2]1[C:12]2[O:11][CH2:10][CH2:9][N:8]([C:13]([O:15][C:16]([CH3:19])([CH3:18])[CH3:17])=[O:14])[CH2:7][C:6]=2[CH:5]=[CH:4][CH:3]=1)=[O:21].